From a dataset of NCI-60 drug combinations with 297,098 pairs across 59 cell lines. Regression. Given two drug SMILES strings and cell line genomic features, predict the synergy score measuring deviation from expected non-interaction effect. Drug 2: C1CN1C2=NC(=NC(=N2)N3CC3)N4CC4. Drug 1: C1=CN(C(=O)N=C1N)C2C(C(C(O2)CO)O)O.Cl. Cell line: A549. Synergy scores: CSS=52.9, Synergy_ZIP=-4.40, Synergy_Bliss=-4.61, Synergy_Loewe=-0.506, Synergy_HSA=2.72.